Dataset: Forward reaction prediction with 1.9M reactions from USPTO patents (1976-2016). Task: Predict the product of the given reaction. Given the reactants [F:1][C:2]1[CH:3]=[C:4]([OH:11])[C:5]2[CH:6]=[N:7][NH:8][C:9]=2[CH:10]=1.[H-].[Na+].[C:14]([Si:18](Cl)([CH3:20])[CH3:19])([CH3:17])([CH3:16])[CH3:15], predict the reaction product. The product is: [Si:18]([O:11][C:4]1[CH:3]=[C:2]([F:1])[CH:10]=[C:9]2[C:5]=1[CH:6]=[N:7][NH:8]2)([C:14]([CH3:17])([CH3:16])[CH3:15])([CH3:20])[CH3:19].